Dataset: Reaction yield outcomes from USPTO patents with 853,638 reactions. Task: Predict the reaction yield, written as a fraction of the theoretical maximum amount of product (1.0 means a 100% yield; for example, 0.34 means a 34% yield). (1) The reactants are Br[C:2]1[C:7](=[O:8])[N:6]([CH2:9][C:10]2[CH:15]=[CH:14][C:13]([C:16]3[C:17]([C:22]#[N:23])=[CH:18][CH:19]=[CH:20][CH:21]=3)=[CH:12][CH:11]=2)[C:5]([CH2:24][CH2:25][CH3:26])=[N:4][C:3]=1[CH2:27][CH3:28].[CH2:29]([C:31]1[CH:36]=[CH:35][C:34]([OH:37])=[CH:33][CH:32]=1)[CH3:30].[OH-].[K+].CS(C)=O. The catalyst is C(OCC)(=O)C. The product is [CH2:27]([C:3]1[N:4]=[C:5]([CH2:24][CH2:25][CH3:26])[N:6]([CH2:9][C:10]2[CH:15]=[CH:14][C:13]([C:16]3[C:17]([C:22]#[N:23])=[CH:18][CH:19]=[CH:20][CH:21]=3)=[CH:12][CH:11]=2)[C:7](=[O:8])[C:2]=1[O:37][C:34]1[CH:35]=[CH:36][C:31]([CH2:29][CH3:30])=[CH:32][CH:33]=1)[CH3:28]. The yield is 0.670. (2) The reactants are [CH2:1]([N:8]1[C:13](=[O:14])[CH:12]=[CH:11][C:10]([C:15]([F:20])([F:19])[C:16]([OH:18])=O)=[CH:9]1)[C:2]1[CH:7]=[CH:6][CH:5]=[CH:4][CH:3]=1.P(Cl)(Cl)(Cl)=O.Cl.[NH2:27][CH2:28][C:29]1[CH:30]=[C:31]2[C:35](=[CH:36][CH:37]=1)[C:34](=[O:38])[N:33]([CH:39]1[CH2:44][CH2:43][C:42](=[O:45])[NH:41][C:40]1=[O:46])[CH2:32]2.C(=O)(O)[O-].[Na+]. The catalyst is N1C=CC=CC=1. The product is [CH2:1]([N:8]1[C:13](=[O:14])[CH:12]=[CH:11][C:10]([C:15]([F:20])([F:19])[C:16]([NH:27][CH2:28][C:29]2[CH:30]=[C:31]3[C:35](=[CH:36][CH:37]=2)[C:34](=[O:38])[N:33]([CH:39]2[CH2:44][CH2:43][C:42](=[O:45])[NH:41][C:40]2=[O:46])[CH2:32]3)=[O:18])=[CH:9]1)[C:2]1[CH:3]=[CH:4][CH:5]=[CH:6][CH:7]=1. The yield is 0.110. (3) The reactants are [I:1][C:2]1[CH:7]=[CH:6][C:5]([CH2:8][C:9]([OH:11])=[O:10])=[CH:4][CH:3]=1.OS(O)(=O)=O.[CH2:17](O)[CH3:18]. No catalyst specified. The product is [CH2:17]([O:10][C:9](=[O:11])[CH2:8][C:5]1[CH:4]=[CH:3][C:2]([I:1])=[CH:7][CH:6]=1)[CH3:18]. The yield is 0.900.